From a dataset of Forward reaction prediction with 1.9M reactions from USPTO patents (1976-2016). Predict the product of the given reaction. (1) Given the reactants Cl[C:2]1[N:3]=[C:4]([NH:18][CH3:19])[C:5]2[N:6]=[C:7]([NH:14][CH2:15][CH2:16][CH3:17])[N:8]=[C:9]([NH:12][CH3:13])[C:10]=2[N:11]=1.[C-:20]#[N:21].[K+].[Cl-].[Na+], predict the reaction product. The product is: [CH3:19][NH:18][C:4]1[C:5]2[N:6]=[C:7]([NH:14][CH2:15][CH2:16][CH3:17])[N:8]=[C:9]([NH:12][CH3:13])[C:10]=2[N:11]=[C:2]([C:20]#[N:21])[N:3]=1. (2) Given the reactants Cl.[CH3:2][C:3]([CH3:35])([CH2:33][CH3:34])[CH2:4][C:5]1[N:6]=[C:7]([C:16]([OH:32])([CH3:31])[CH2:17][C:18]2[CH:23]=[CH:22][C:21]([C:24]3[CH:29]=[CH:28][CH:27]=[C:26]([CH3:30])[N:25]=3)=[CH:20][CH:19]=2)[N:8](S(N(C)C)(=O)=O)[CH:9]=1, predict the reaction product. The product is: [CH3:2][C:3]([CH3:35])([CH2:33][CH3:34])[CH2:4][C:5]1[N:6]=[C:7]([C:16]([OH:32])([CH3:31])[CH2:17][C:18]2[CH:23]=[CH:22][C:21]([C:24]3[CH:29]=[CH:28][CH:27]=[C:26]([CH3:30])[N:25]=3)=[CH:20][CH:19]=2)[NH:8][CH:9]=1.